This data is from Full USPTO retrosynthesis dataset with 1.9M reactions from patents (1976-2016). The task is: Predict the reactants needed to synthesize the given product. (1) Given the product [CH3:30][CH2:29][CH2:28][CH:27]([O:26][C:25]([N:13]1[C:12]([C:17]2[CH:22]=[CH:21][C:20]([Cl:23])=[CH:19][CH:18]=2)=[C:11]2[C:15](=[C:8]([C:5]3[CH:4]=[CH:3][C:2]([Cl:1])=[CH:7][CH:6]=3)[N:9]([C:25]([O:26][CH:27]([CH2:28][CH2:29][CH3:30])[CH2:31][CH2:32][CH3:33])=[O:35])[C:10]2=[O:24])[C:14]1=[O:16])=[O:35])[CH2:31][CH2:32][CH3:33], predict the reactants needed to synthesize it. The reactants are: [Cl:1][C:2]1[CH:7]=[CH:6][C:5]([C:8]2[C:15]3[C:14](=[O:16])[N:13]=[C:12]([C:17]4[CH:22]=[CH:21][C:20]([Cl:23])=[CH:19][CH:18]=4)[C:11]=3[C:10](=[O:24])[N:9]=2)=[CH:4][CH:3]=1.[C:25]([O:35]C([O-])=O)(=O)[O:26][CH:27]([CH2:31][CH2:32][CH3:33])[CH2:28][CH2:29][CH3:30]. (2) Given the product [Cl:9][C:4]1[CH:3]=[C:2]([C:21](=[O:30])[CH2:22][C:23]2[CH:24]=[CH:25][CH:26]=[CH:27][CH:28]=2)[CH:7]=[C:6]([Cl:8])[CH:5]=1, predict the reactants needed to synthesize it. The reactants are: Br[C:2]1[CH:7]=[C:6]([Cl:8])[CH:5]=[C:4]([Cl:9])[CH:3]=1.[Li]CCCC.C1([C:21](=[O:30])[CH2:22][C:23]2[CH:24]=[C:25](C)[CH:26]=[CH:27][CH:28]=2)C=CC=CC=1. (3) Given the product [CH3:1][S:2][C:3]1[S:4][C:5]2[CH:11]=[C:10]([CH:12]=[O:13])[CH:9]=[CH:8][C:6]=2[N:7]=1, predict the reactants needed to synthesize it. The reactants are: [CH3:1][S:2][C:3]1[S:4][C:5]2[CH:11]=[C:10]([CH2:12][OH:13])[CH:9]=[CH:8][C:6]=2[N:7]=1.CC(OI1(OC(C)=O)(OC(C)=O)OC(=O)C2C=CC=CC1=2)=O.[O-]S([O-])=O.[Na+].[Na+].C([O-])(O)=O.[Na+]. (4) Given the product [NH2:7][C:8]1[C:9]([CH3:11])=[CH:10][C:2]([Br:1])=[CH:3][C:4]=1[C:5]([OH:13])=[O:16], predict the reactants needed to synthesize it. The reactants are: [Br:1][C:2]1[CH:3]=[C:4]2[C:8](=[C:9]([CH3:11])[CH:10]=1)[NH:7]C(=O)[C:5]2=[O:13].[Cl-].[Na+].[OH-:16].[Na+].OO.